This data is from Forward reaction prediction with 1.9M reactions from USPTO patents (1976-2016). The task is: Predict the product of the given reaction. (1) Given the reactants [CH:1]1([C:4]2[CH:13]=[CH:12][C:11]3[C:6](=[CH:7][CH:8]=[CH:9][CH:10]=3)[C:5]=2[C:14](OC)=[O:15])[CH2:3][CH2:2]1.C1COCC1.[H-].[H-].[H-].[H-].[Li+].[Al+3], predict the reaction product. The product is: [CH:1]1([C:4]2[CH:13]=[CH:12][C:11]3[C:6](=[CH:7][CH:8]=[CH:9][CH:10]=3)[C:5]=2[CH2:14][OH:15])[CH2:3][CH2:2]1. (2) The product is: [CH3:32][O:31][C:27]1[CH:26]=[C:25]([NH:24][C:23](=[O:33])[C:19]2[CH:20]=[CH:21][CH:22]=[C:17]([S:14]([N:11]3[CH2:10][CH2:9][NH:8][CH2:13][CH2:12]3)(=[O:15])=[O:16])[CH:18]=2)[CH:30]=[CH:29][CH:28]=1. Given the reactants C(OC([N:8]1[CH2:13][CH2:12][N:11]([S:14]([C:17]2[CH:22]=[CH:21][CH:20]=[C:19]([C:23](=[O:33])[NH:24][C:25]3[CH:30]=[CH:29][CH:28]=[C:27]([O:31][CH3:32])[CH:26]=3)[CH:18]=2)(=[O:16])=[O:15])[CH2:10][CH2:9]1)=O)(C)(C)C, predict the reaction product. (3) Given the reactants BrC1C=CC([CH2:8][NH-:9])=CC=1.B1(B2O[C:22]([CH3:25])(C)[C:21]([CH3:27])([CH3:26])O2)O[C:22](C)([CH3:25])[C:21]([CH3:27])([CH3:26])O1.[C:28]([O-])(=O)[CH3:29].[K+].ClCCl.Br[C:37]1[CH:42]=[CH:41][C:40]([C:43]([N:45]2[CH2:49][CH2:48][CH2:47][C@H:46]2[CH2:50][N:51]2[CH2:55][CH2:54][CH2:53][CH2:52]2)=[O:44])=[CH:39][CH:38]=1.C(=O)([O-])[O-:57].[Na+].[Na+], predict the reaction product. The product is: [CH3:8][NH:9][C:27]([C:21]1[CH:22]=[CH:25][C:29]([C:37]2[CH:42]=[CH:41][C:40]([C:43]([N:45]3[CH2:49][CH2:48][CH2:47][C@H:46]3[CH2:50][N:51]3[CH2:55][CH2:54][CH2:53][CH2:52]3)=[O:44])=[CH:39][CH:38]=2)=[CH:28][CH:26]=1)=[O:57]. (4) Given the reactants [Li+].CC([N-]C(C)C)C.[C:9]([O:13][C:14]([CH:16]1[CH2:18][CH2:17]1)=[O:15])([CH3:12])([CH3:11])[CH3:10].[CH2:19](Br)[C:20]1[CH:25]=[CH:24][CH:23]=[CH:22][CH:21]=1.[NH4+].[Cl-], predict the reaction product. The product is: [C:9]([O:13][C:14]([C:16]1([CH2:19][C:20]2[CH:25]=[CH:24][CH:23]=[CH:22][CH:21]=2)[CH2:18][CH2:17]1)=[O:15])([CH3:12])([CH3:11])[CH3:10].